This data is from Reaction yield outcomes from USPTO patents with 853,638 reactions. The task is: Predict the reaction yield, written as a fraction of the theoretical maximum amount of product (1.0 means a 100% yield; for example, 0.34 means a 34% yield). (1) The reactants are F[C:2]1[C:7]([F:8])=[C:6]([CH3:9])[C:5]([F:10])=[C:4]([F:11])[N:3]=1.[OH:12][C:13]1[CH:17]=[C:16]([C:18]([F:21])([F:20])[F:19])[S:15][CH:14]=1.C(=O)([O-])[O-].[K+].[K+]. The catalyst is CN(C=O)C.O. The product is [F:11][C:4]1[C:5]([F:10])=[C:6]([CH3:9])[C:7]([F:8])=[C:2]([O:12][C:13]2[CH:17]=[C:16]([C:18]([F:21])([F:20])[F:19])[S:15][CH:14]=2)[N:3]=1. The yield is 0.840. (2) The reactants are [NH2:1][C@H:2]1[C@H:7]2[O:8][C@H:4]([CH2:5][CH2:6]2)[C@H:3]1[C:9]([O:11][CH3:12])=[O:10].[F:13][C:14]1[CH:21]=[CH:20][C:17]([CH:18]=O)=[CH:16][C:15]=1[CH3:22].C([BH3-])#N.[Na+].C(=O)(O)[O-].[Na+]. The catalyst is CO.C(OCC)(=O)C.C(O)(=O)C. The product is [F:13][C:14]1[CH:21]=[CH:20][C:17]([CH2:18][NH:1][C@H:2]2[C@H:7]3[O:8][C@H:4]([CH2:5][CH2:6]3)[C@H:3]2[C:9]([O:11][CH3:12])=[O:10])=[CH:16][C:15]=1[CH3:22]. The yield is 0.800. (3) The reactants are [NH2:1][C:2]1[CH:10]=[C:9]([O:11][CH3:12])[C:8]([O:13][CH3:14])=[CH:7][C:3]=1[C:4]([NH2:6])=[O:5].[CH3:15][C:16]1[CH:17]=[C:18]([CH:21]=[C:22]([CH3:25])[C:23]=1[OH:24])[CH:19]=O.S([O-])(O)=O.[Na+].C1(C)C=CC(S(O)(=O)=O)=CC=1. The catalyst is CN(C)C(=O)C.O. The product is [OH:24][C:23]1[C:22]([CH3:25])=[CH:21][C:18]([C:19]2[NH:6][C:4](=[O:5])[C:3]3[C:2](=[CH:10][C:9]([O:11][CH3:12])=[C:8]([O:13][CH3:14])[CH:7]=3)[N:1]=2)=[CH:17][C:16]=1[CH3:15]. The yield is 0.880. (4) The reactants are [Cl:1][C:2]1[N:10]([CH2:11][CH:12]=[CH2:13])[C:9]2[C:8](=[O:14])[NH:7][C:6](=[O:15])[N:5]([CH2:16][O:17][CH2:18][CH2:19][Si:20]([CH3:23])([CH3:22])[CH3:21])[C:4]=2[N:3]=1.CI.[C:26](=O)([O-])[O-].[Cs+].[Cs+].O. The catalyst is CN(C=O)C.C(OCC)(=O)C. The product is [Cl:1][C:2]1[N:10]([CH2:11][CH:12]=[CH2:13])[C:9]2[C:8](=[O:14])[N:7]([CH3:26])[C:6](=[O:15])[N:5]([CH2:16][O:17][CH2:18][CH2:19][Si:20]([CH3:21])([CH3:23])[CH3:22])[C:4]=2[N:3]=1. The yield is 0.920. (5) The reactants are [H-].[Na+].[Cl:3][C:4]1[CH:5]=[C:6]([CH:21]=[CH:22][CH:23]=1)[CH2:7][O:8][C:9]1[CH:18]=[C:17]2[C:12]([CH:13]=[C:14]([CH2:19][OH:20])[CH:15]=[N:16]2)=[CH:11][CH:10]=1.[CH3:24]I. The catalyst is CN(C=O)C. The product is [Cl:3][C:4]1[CH:5]=[C:6]([CH:21]=[CH:22][CH:23]=1)[CH2:7][O:8][C:9]1[CH:18]=[C:17]2[C:12]([CH:13]=[C:14]([CH2:19][O:20][CH3:24])[CH:15]=[N:16]2)=[CH:11][CH:10]=1. The yield is 0.610.